Dataset: Forward reaction prediction with 1.9M reactions from USPTO patents (1976-2016). Task: Predict the product of the given reaction. (1) Given the reactants [NH2:1][C@@H:2]([CH3:6])[CH2:3][C:4]#[N:5].N1[CH2:12][CH2:11][CH2:10][CH2:9][C:8]1=O.CC[OH:16], predict the reaction product. The product is: [O:16]=[C:10]1[CH2:11][CH2:12][N:1]([C@H:2]([CH3:6])[CH2:3][C:4]#[N:5])[CH2:8][CH2:9]1. (2) Given the reactants [NH2:1][C:2]1[N:7]=[C:6]([N:8]2[CH2:29][CH2:28][C:11]3([CH2:15][N:14](C(OC(C)(C)C)=O)[C@H:13]([C:23]([O:25]CC)=[O:24])[CH2:12]3)[CH2:10][CH2:9]2)[CH:5]=[C:4]([O:30][C@H:31]([C:36]2[CH:41]=[C:40]([CH2:42][CH2:43][CH3:44])[CH:39]=[CH:38][C:37]=2[C:45]2[CH:50]=[CH:49][CH:48]=[C:47]([S:51]([CH3:54])(=[O:53])=[O:52])[CH:46]=2)[C:32]([F:35])([F:34])[F:33])[N:3]=1.C(O)(C(F)(F)F)=O, predict the reaction product. The product is: [NH2:1][C:2]1[N:7]=[C:6]([N:8]2[CH2:9][CH2:10][C:11]3([CH2:15][NH:14][C@H:13]([C:23]([OH:25])=[O:24])[CH2:12]3)[CH2:28][CH2:29]2)[CH:5]=[C:4]([O:30][C@H:31]([C:36]2[CH:41]=[C:40]([CH2:42][CH2:43][CH3:44])[CH:39]=[CH:38][C:37]=2[C:45]2[CH:50]=[CH:49][CH:48]=[C:47]([S:51]([CH3:54])(=[O:53])=[O:52])[CH:46]=2)[C:32]([F:35])([F:33])[F:34])[N:3]=1. (3) Given the reactants [NH2:1][CH2:2][CH2:3][C:4]1[CH:9]=[CH:8][C:7]([O:10][CH3:11])=[CH:6][C:5]=1[NH2:12].[C:13](N1C=CN=C1)(N1C=CN=C1)=[O:14].Cl, predict the reaction product. The product is: [CH3:11][O:10][C:7]1[CH:8]=[CH:9][C:4]2[CH2:3][CH2:2][NH:1][C:13](=[O:14])[NH:12][C:5]=2[CH:6]=1. (4) Given the reactants C(OC(=O)[NH:7][CH:8]([C:13](=[O:25])[NH:14][CH:15]1[C:23]2[C:18](=[CH:19][CH:20]=[CH:21][CH:22]=2)[CH2:17][CH:16]1[OH:24])[C:9]([CH3:12])([CH3:11])[CH3:10])(C)(C)C, predict the reaction product. The product is: [NH2:7][CH:8]([C:9]([CH3:12])([CH3:11])[CH3:10])[C:13]([NH:14][CH:15]1[C:23]2[C:18](=[CH:19][CH:20]=[CH:21][CH:22]=2)[CH2:17][CH:16]1[OH:24])=[O:25]. (5) Given the reactants [Br:1][C:2]1[CH:7]=[CH:6][C:5]([NH:8][C:9]2[O:10][C:11]3[CH:17]=[CH:16][C:15]([O:18]C)=[CH:14][C:12]=3[N:13]=2)=[CH:4][CH:3]=1.Br, predict the reaction product. The product is: [Br:1][C:2]1[CH:3]=[CH:4][C:5]([NH:8][C:9]2[O:10][C:11]3[CH:17]=[CH:16][C:15]([OH:18])=[CH:14][C:12]=3[N:13]=2)=[CH:6][CH:7]=1. (6) Given the reactants [NH2:1][CH:2]([C:6]([OH:8])=[O:7])[CH:3]([CH3:5])[CH3:4].[CH2:9](O)[CH2:10][CH2:11][CH2:12][CH2:13][CH2:14][CH2:15][CH2:16][CH2:17][CH2:18][CH2:19][CH3:20].CC1C=CC(S(O)(=O)=O)=CC=1, predict the reaction product. The product is: [NH2:1][CH:2]([CH:3]([CH3:5])[CH3:4])[C:6]([O:8][CH2:20][CH2:19][CH2:18][CH2:17][CH2:16][CH2:15][CH2:14][CH2:13][CH2:12][CH2:11][CH2:10][CH3:9])=[O:7].